From a dataset of Full USPTO retrosynthesis dataset with 1.9M reactions from patents (1976-2016). Predict the reactants needed to synthesize the given product. (1) Given the product [Cl:18][C:16]1[CH:15]=[CH:14][C:13]([O:19][CH3:20])=[C:12]([S:9]([NH:8][C@H:6]2[CH2:5][N:4]([C:21]([O:23][C:24]([CH3:27])([CH3:26])[CH3:25])=[O:22])[C@@H:3]([CH2:2][NH:1][C:29]([O:31][C:32]3[CH:37]=[CH:36][CH:35]=[CH:34][CH:33]=3)=[O:30])[CH2:7]2)(=[O:11])=[O:10])[CH:17]=1, predict the reactants needed to synthesize it. The reactants are: [NH2:1][CH2:2][C@H:3]1[CH2:7][C@@H:6]([NH:8][S:9]([C:12]2[CH:17]=[C:16]([Cl:18])[CH:15]=[CH:14][C:13]=2[O:19][CH3:20])(=[O:11])=[O:10])[CH2:5][N:4]1[C:21]([O:23][C:24]([CH3:27])([CH3:26])[CH3:25])=[O:22].Cl[C:29]([O:31][C:32]1[CH:37]=[CH:36][CH:35]=[CH:34][CH:33]=1)=[O:30]. (2) Given the product [C:15]([O:19][C:20]([N:22]1[CH2:27][CH2:26][CH:25]([CH2:28][CH2:29][O:3][N:4]2[C:5](=[O:14])[C:6]3[C:7](=[CH:10][CH:11]=[CH:12][CH:13]=3)[C:8]2=[O:9])[CH2:24][CH2:23]1)=[O:21])([CH3:18])([CH3:17])[CH3:16], predict the reactants needed to synthesize it. The reactants are: [H-].[Na+].[OH:3][N:4]1[C:8](=[O:9])[C:7]2=[CH:10][CH:11]=[CH:12][CH:13]=[C:6]2[C:5]1=[O:14].[C:15]([O:19][C:20]([N:22]1[CH2:27][CH2:26][CH:25]([CH2:28][CH2:29]OS(C2C=CC(C)=CC=2)(=O)=O)[CH2:24][CH2:23]1)=[O:21])([CH3:18])([CH3:17])[CH3:16].O. (3) Given the product [C:23]([CH2:22][NH:21][C:19](=[O:20])[C@H:9]([CH2:10][C:11]1[CH:12]=[C:13]([CH3:18])[CH:14]=[C:15]([CH3:17])[CH:16]=1)[NH2:8])#[N:24], predict the reactants needed to synthesize it. The reactants are: C(OC([NH:8][C@H:9]([C:19]([NH:21][CH2:22][C:23]#[N:24])=[O:20])[CH2:10][C:11]1[CH:16]=[C:15]([CH3:17])[CH:14]=[C:13]([CH3:18])[CH:12]=1)=O)(C)(C)C.CS(O)(=O)=O. (4) The reactants are: OC(C(F)(F)F)=O.[NH:8]1[CH2:11][CH:10]([NH:12][C:13](=[O:34])[CH2:14][NH:15][C:16]2[C:24]3[C:19](=[CH:20][CH:21]=[C:22]([C:25]([F:32])([O:30][CH3:31])[C:26]([F:29])([F:28])[F:27])[CH:23]=3)[N:18]([CH3:33])[N:17]=2)[CH2:9]1.[OH:35][C:36]1([C:43]2[CH:44]=[N:45][C:46]([CH3:49])=[CH:47][CH:48]=2)[CH2:41][CH2:40][C:39](=O)[CH2:38][CH2:37]1. Given the product [OH:35][C:36]1([C:43]2[CH:44]=[N:45][C:46]([CH3:49])=[CH:47][CH:48]=2)[CH2:37][CH2:38][CH:39]([N:8]2[CH2:9][CH:10]([NH:12][C:13](=[O:34])[CH2:14][NH:15][C:16]3[C:24]4[C:19](=[CH:20][CH:21]=[C:22]([C:25]([F:32])([O:30][CH3:31])[C:26]([F:29])([F:27])[F:28])[CH:23]=4)[N:18]([CH3:33])[N:17]=3)[CH2:11]2)[CH2:40][CH2:41]1, predict the reactants needed to synthesize it. (5) Given the product [CH3:16][C:15]1[O:14][C:13]([C:17]2[CH:22]=[CH:21][CH:20]=[CH:19][CH:18]=2)=[N:12][C:11]=1[CH2:10][CH2:9][NH:8][C:7]([C:6]1[N:2]([CH3:1])[N:3]=[CH:4][C:5]=1[C:24]([N:39]1[CH2:44][CH2:43][O:42][CH2:41][CH2:40]1)=[O:25])=[O:23], predict the reactants needed to synthesize it. The reactants are: [CH3:1][N:2]1[C:6]([C:7](=[O:23])[NH:8][CH2:9][CH2:10][C:11]2[N:12]=[C:13]([C:17]3[CH:22]=[CH:21][CH:20]=[CH:19][CH:18]=3)[O:14][C:15]=2[CH3:16])=[C:5]([C:24](O)=[O:25])[CH:4]=[N:3]1.CCOC(C(C#N)=NOC([N:39]1[CH2:44][CH2:43][O:42][CH2:41][CH2:40]1)=[N+](C)C)=O.F[P-](F)(F)(F)(F)F.C(N(CC)C(C)C)(C)C.N1CCOCC1. (6) Given the product [Br:38][C:31]1[CH:32]=[CH:33][CH:34]=[C:35]2[C:30]=1[N:29]=[C:28]([C:8]1[N:7]([C:1]3[CH:2]=[CH:3][CH:4]=[CH:5][CH:6]=3)[C:15]3[C:10]([CH:9]=1)=[CH:11][CH:12]=[CH:13][CH:14]=3)[CH:37]=[CH:36]2, predict the reactants needed to synthesize it. The reactants are: [C:1]1([N:7]2[C:15]3[C:10](=[CH:11][CH:12]=[CH:13][CH:14]=3)[CH:9]=[CH:8]2)[CH:6]=[CH:5][CH:4]=[CH:3][CH:2]=1.[Li]CCCC.CCCCCC.Br[C:28]1[CH:37]=[CH:36][C:35]2[C:30](=[C:31]([Br:38])[CH:32]=[CH:33][CH:34]=2)[N:29]=1.[NH4+].[Cl-].